This data is from Full USPTO retrosynthesis dataset with 1.9M reactions from patents (1976-2016). The task is: Predict the reactants needed to synthesize the given product. (1) Given the product [Cl:1][C:2]1[CH:7]=[CH:6][CH:5]=[CH:4][C:3]=1[C:8]1[NH:27][C:25](=[O:26])[C:24]([C:22]#[N:23])=[CH:10][C:9]=1[C:14]1[CH:15]=[CH:16][C:17]([Cl:20])=[CH:18][CH:19]=1, predict the reactants needed to synthesize it. The reactants are: [Cl:1][C:2]1[CH:7]=[CH:6][CH:5]=[CH:4][C:3]=1[C:8](=O)[C:9]([C:14]1[CH:19]=[CH:18][C:17]([Cl:20])=[CH:16][CH:15]=1)=[CH:10]N(C)C.[C:22]([CH2:24][C:25]([NH2:27])=[O:26])#[N:23].[H-].[Na+]. (2) Given the product [NH2:11][C:12]1[C:21]([C:22]([O:24][C:25]([CH3:28])([CH3:26])[CH3:27])=[O:23])=[C:20]2[C:15]([C:16]3[CH:32]=[CH:31][O:30][C:17]=3[C:18](=[O:29])[O:19]2)=[CH:14][CH:13]=1, predict the reactants needed to synthesize it. The reactants are: C(OC([NH:11][C:12]1[C:21]([C:22]([O:24][C:25]([CH3:28])([CH3:27])[CH3:26])=[O:23])=[C:20]2[C:15]([C:16]3[CH:32]=[CH:31][O:30][C:17]=3[C:18](=[O:29])[O:19]2)=[CH:14][CH:13]=1)=O)C1C=CC=CC=1.